From a dataset of Forward reaction prediction with 1.9M reactions from USPTO patents (1976-2016). Predict the product of the given reaction. (1) The product is: [ClH:1].[Cl:1][C:2]1[CH:3]=[C:4]([NH:10][C@H:11]([CH2:20][NH:21][CH:22]([CH3:24])[CH3:23])[CH2:12][C:13]([OH:15])=[O:14])[CH:5]=[CH:6][C:7]=1[C:8]#[N:9]. Given the reactants [Cl:1][C:2]1[CH:3]=[C:4]([NH:10][C@H:11]([CH2:20][NH:21][CH:22]([CH3:24])[CH3:23])[CH2:12][C:13]([O:15]C(C)(C)C)=[O:14])[CH:5]=[CH:6][C:7]=1[C:8]#[N:9].C(O)(C(F)(F)F)=O, predict the reaction product. (2) Given the reactants [CH3:1][O:2][C:3]([C:5]1[CH:6]=[C:7]([NH2:15])[C:8]2[N:9]([N:11]=[C:12]([CH3:14])[N:13]=2)[CH:10]=1)=[O:4].[CH2:16]([C:18]1[CH:25]=[CH:24][CH:23]=[C:22]([CH3:26])[C:19]=1[CH2:20]Cl)[CH3:17].C(=O)([O-])[O-].[Na+].[Na+].[I-].[Na+], predict the reaction product. The product is: [CH3:1][O:2][C:3]([C:5]1[CH:6]=[C:7]([NH:15][CH2:20][C:19]2[C:22]([CH3:26])=[CH:23][CH:24]=[CH:25][C:18]=2[CH2:16][CH3:17])[C:8]2[N:9]([N:11]=[C:12]([CH3:14])[N:13]=2)[CH:10]=1)=[O:4]. (3) Given the reactants C(O)(=O)C.O.[Br:6][C:7]1[CH:12]=[C:11]([O:13][C:14]2[CH:19]=[CH:18][CH:17]=[C:16]([O:20][CH3:21])[CH:15]=2)[C:10]([N+:22]([O-])=O)=[CH:9][C:8]=1[F:25], predict the reaction product. The product is: [Br:6][C:7]1[C:8]([F:25])=[CH:9][C:10]([NH2:22])=[C:11]([O:13][C:14]2[CH:19]=[CH:18][CH:17]=[C:16]([O:20][CH3:21])[CH:15]=2)[CH:12]=1.